This data is from Peptide-MHC class I binding affinity with 185,985 pairs from IEDB/IMGT. The task is: Regression. Given a peptide amino acid sequence and an MHC pseudo amino acid sequence, predict their binding affinity value. This is MHC class I binding data. (1) The peptide sequence is ARYARAAAL. The MHC is HLA-A02:01 with pseudo-sequence HLA-A02:01. The binding affinity (normalized) is 0. (2) The peptide sequence is TSPRMLTPI. The MHC is HLA-B07:02 with pseudo-sequence HLA-B07:02. The binding affinity (normalized) is 0. (3) The peptide sequence is KTNCCRFQEK. The MHC is HLA-A11:01 with pseudo-sequence HLA-A11:01. The binding affinity (normalized) is 0.676.